Predict the product of the given reaction. From a dataset of Forward reaction prediction with 1.9M reactions from USPTO patents (1976-2016). (1) Given the reactants [N:1]1[CH:6]=[CH:5][CH:4]=[C:3]([O:7][CH2:8][CH:9]2[CH2:14][CH:13]3[N:15](C(OC(C)(C)C)=O)[CH:10]2[CH2:11][CH2:12]3)[N:2]=1.[ClH:23], predict the reaction product. The product is: [ClH:23].[N:1]1[CH:6]=[CH:5][CH:4]=[C:3]([O:7][CH2:8][CH:9]2[CH2:14][CH:13]3[NH:15][CH:10]2[CH2:11][CH2:12]3)[N:2]=1. (2) Given the reactants [N:1]([CH2:4][C:5]1[O:9][N:8]=[C:7]([CH3:10])[C:6]=1[C:11]1[CH:16]=[CH:15][CH:14]=[CH:13][C:12]=1[C:17]([C:19]1[CH:24]=[CH:23][C:22]([Cl:25])=[CH:21][CH:20]=1)=O)=[N+]=[N-].CP(C)C, predict the reaction product. The product is: [Cl:25][C:22]1[CH:23]=[CH:24][C:19]([C:17]2[C:12]3[CH:13]=[CH:14][CH:15]=[CH:16][C:11]=3[C:6]3[C:7]([CH3:10])=[N:8][O:9][C:5]=3[CH2:4][N:1]=2)=[CH:20][CH:21]=1.